From a dataset of Reaction yield outcomes from USPTO patents with 853,638 reactions. Predict the reaction yield, written as a fraction of the theoretical maximum amount of product (1.0 means a 100% yield; for example, 0.34 means a 34% yield). The reactants are [F-:1].[Cs+].Cl[CH2:4][S:5][C:6]1[CH:11]=[CH:10][C:9]([CH3:12])=[CH:8][CH:7]=1. The catalyst is C(#N)C. The product is [F:1][CH2:4][S:5][C:6]1[CH:11]=[CH:10][C:9]([CH3:12])=[CH:8][CH:7]=1. The yield is 0.680.